This data is from Forward reaction prediction with 1.9M reactions from USPTO patents (1976-2016). The task is: Predict the product of the given reaction. (1) The product is: [CH3:28][S:29]([OH:32])(=[O:31])=[O:30].[CH3:28][S:29]([OH:32])(=[O:31])=[O:30].[CH3:1][C:2]1[N:3]=[CH:4][N:5]([C:7]2[CH:8]=[C:9]([NH:13][C:14]3[C:23]4[CH2:22][CH2:21][C:20]5[CH:24]=[CH:25][CH:26]=[CH:27][C:19]=5[C:18]=4[N:17]=[CH:16][N:15]=3)[CH:10]=[CH:11][CH:12]=2)[CH:6]=1. Given the reactants [CH3:1][C:2]1[N:3]=[CH:4][N:5]([C:7]2[CH:8]=[C:9]([NH:13][C:14]3[C:23]4[CH2:22][CH2:21][C:20]5[CH:24]=[CH:25][CH:26]=[CH:27][C:19]=5[C:18]=4[N:17]=[CH:16][N:15]=3)[CH:10]=[CH:11][CH:12]=2)[CH:6]=1.[CH3:28][S:29]([OH:32])(=[O:31])=[O:30], predict the reaction product. (2) Given the reactants [CH2:1]([C@H:8]1[CH2:12][O:11][C:10](=[O:13])[N:9]1[C:14](=[O:25])[CH2:15][CH2:16][C:17]1[CH:22]=[C:21]([F:23])[CH:20]=[C:19]([F:24])[CH:18]=1)[C:2]1[CH:7]=[CH:6][CH:5]=[CH:4][CH:3]=1.B(OS(C(F)(F)F)(=O)=O)(CCCC)CCCC.CCN(C(C)C)C(C)C.[C:52]([O:56][C:57]([N:59]1[C@@H:68]([C:69](O)=[O:70])[CH2:67][C:66]2[C:61](=[CH:62][CH:63]=[CH:64][CH:65]=2)[CH2:60]1)=[O:58])([CH3:55])([CH3:54])[CH3:53], predict the reaction product. The product is: [F:24][C:19]1[CH:18]=[C:17]([CH:22]=[C:21]([F:23])[CH:20]=1)[CH2:16][C@H:15]([C:14]([N:9]1[C@@H:8]([CH2:1][C:2]2[CH:3]=[CH:4][CH:5]=[CH:6][CH:7]=2)[CH2:12][O:11][C:10]1=[O:13])=[O:25])[C@@H:69]([C@H:68]1[CH2:67][C:66]2[C:61](=[CH:62][CH:63]=[CH:64][CH:65]=2)[CH2:60][N:59]1[C:57]([O:56][C:52]([CH3:55])([CH3:54])[CH3:53])=[O:58])[OH:70]. (3) Given the reactants [F:1][C:2]([F:28])([C:22]1[CH:27]=[CH:26][CH:25]=[CH:24][CH:23]=1)[C@H:3]([OH:21])/[CH:4]=[CH:5]/[C@@H:6]1[N:10]([CH2:11][C:12]2[CH:17]=[CH:16][C:15]([O:18][CH3:19])=[CH:14][CH:13]=2)[C:9](=[O:20])[CH2:8][CH2:7]1.N1C=CN=C1.[CH3:34][C:35]([Si:38](Cl)([CH3:40])[CH3:39])([CH3:37])[CH3:36], predict the reaction product. The product is: [Si:38]([O:21][C@@H:3]([C:2]([F:1])([F:28])[C:22]1[CH:23]=[CH:24][CH:25]=[CH:26][CH:27]=1)/[CH:4]=[CH:5]/[C@@H:6]1[N:10]([CH2:11][C:12]2[CH:17]=[CH:16][C:15]([O:18][CH3:19])=[CH:14][CH:13]=2)[C:9](=[O:20])[CH2:8][CH2:7]1)([C:35]([CH3:37])([CH3:36])[CH3:34])([CH3:40])[CH3:39]. (4) Given the reactants Cl[C:2]1[N:7]=[C:6]([NH:8][C:9]2[CH:14]=[CH:13][C:12]([F:15])=[CH:11][CH:10]=2)[N:5]=[C:4]([NH:16][CH2:17][CH2:18][CH3:19])[N:3]=1.[CH2:20]([NH2:23])[C:21]#[CH:22].C([O-])(O)=O.[Na+], predict the reaction product. The product is: [F:15][C:12]1[CH:13]=[CH:14][C:9]([NH:8][C:6]2[N:5]=[C:4]([NH:16][CH2:17][CH2:18][CH3:19])[N:3]=[C:2]([NH:23][CH2:20][C:21]#[CH:22])[N:7]=2)=[CH:10][CH:11]=1. (5) The product is: [Cl:1][C:2]1[CH:7]=[C:6]([C:14]2[CH:15]=[CH:16][CH:17]=[CH:18][C:13]=2[F:12])[CH:5]=[C:4]([Cl:9])[N:3]=1. Given the reactants [Cl:1][C:2]1[CH:7]=[C:6](I)[CH:5]=[C:4]([Cl:9])[N:3]=1.N#N.[F:12][C:13]1[CH:18]=[CH:17][CH:16]=[CH:15][C:14]=1B(O)O.C(=O)([O-])[O-].[Na+].[Na+], predict the reaction product. (6) Given the reactants [C:1]([CH2:3][C:4]([OH:6])=O)#[N:2].[CH2:7]([NH2:10])[CH2:8][CH3:9].O.ON1C2C=CC=CC=2N=N1.Cl.CN(C)CCCN=C=NCC, predict the reaction product. The product is: [C:1]([CH2:3][C:4]([NH:10][CH2:7][CH2:8][CH3:9])=[O:6])#[N:2]. (7) Given the reactants [Cl:1][C:2]1[N:7]=[C:6]([NH:8]CC2C=CC(OC)=CC=2)[CH:5]=[C:4]([C:18]2[C:26]3[C:21](=[N:22][CH:23]=[CH:24][CH:25]=3)[N:20]([S:27]([C:30]3[CH:35]=[CH:34][CH:33]=[CH:32][CH:31]=3)(=[O:29])=[O:28])[CH:19]=2)[CH:3]=1.FC(F)(F)C(O)=O, predict the reaction product. The product is: [Cl:1][C:2]1[N:7]=[C:6]([NH2:8])[CH:5]=[C:4]([C:18]2[C:26]3[C:21](=[N:22][CH:23]=[CH:24][CH:25]=3)[N:20]([S:27]([C:30]3[CH:31]=[CH:32][CH:33]=[CH:34][CH:35]=3)(=[O:28])=[O:29])[CH:19]=2)[CH:3]=1. (8) Given the reactants [CH:1]1([N:7]2[C:11](=[O:12])[CH2:10][CH:9]([C:13](OC)=[O:14])[CH2:8]2)[CH2:6][CH2:5][CH2:4][CH2:3][CH2:2]1.C(O)C.[BH4-].[Na+], predict the reaction product. The product is: [CH:1]1([N:7]2[CH2:8][CH:9]([CH2:13][OH:14])[CH2:10][C:11]2=[O:12])[CH2:6][CH2:5][CH2:4][CH2:3][CH2:2]1. (9) Given the reactants [NH:1]1[CH2:6][CH2:5][S:4](=[O:8])(=[O:7])[CH2:3][CH2:2]1.C(N(CC)CC)C.[C:16](Cl)([Cl:18])=[O:17].C1(C)C=CC=CC=1, predict the reaction product. The product is: [O:7]=[S:4]1(=[O:8])[CH2:5][CH2:6][N:1]([C:16]([Cl:18])=[O:17])[CH2:2][CH2:3]1.